This data is from Forward reaction prediction with 1.9M reactions from USPTO patents (1976-2016). The task is: Predict the product of the given reaction. Given the reactants [F:1][C:2]1[C:3]([NH:12][NH2:13])=[N:4][CH:5]=[C:6]([C:8]([F:11])([F:10])[F:9])[CH:7]=1.CCOC=[CH:18][C:19](=O)[CH2:20][C:21]([O:23][CH2:24][CH3:25])=[O:22].Cl.O.[CH2:29](O)C, predict the reaction product. The product is: [CH2:24]([O:23][C:21]([C:20]1[CH:29]=[N:13][N:12]([C:3]2[C:2]([F:1])=[CH:7][C:6]([C:8]([F:11])([F:9])[F:10])=[CH:5][N:4]=2)[C:19]=1[CH3:18])=[O:22])[CH3:25].